This data is from Forward reaction prediction with 1.9M reactions from USPTO patents (1976-2016). The task is: Predict the product of the given reaction. (1) Given the reactants [CH3:1][N:2]1[CH2:7][CH2:6][N:5]([C:8]2[N:13]=[C:12](N)[C:11]([N+:15]([O-:17])=[O:16])=[CH:10][CH:9]=2)[CH2:4][CH2:3]1.N1C=CC=CC=1.N([O-])=[O:25].[Na+], predict the reaction product. The product is: [CH3:1][N:2]1[CH2:7][CH2:6][N:5]([C:8]2[N:13]=[C:12]([OH:25])[C:11]([N+:15]([O-:17])=[O:16])=[CH:10][CH:9]=2)[CH2:4][CH2:3]1. (2) Given the reactants [NH2:1][C:2]1[C:3]([C:8]([OH:10])=O)=[N:4][CH:5]=[CH:6][CH:7]=1.[CH:11]1([CH2:17][NH2:18])[CH2:16][CH2:15][CH2:14][CH2:13][CH2:12]1.CCN(C(C)C)C(C)C.CN(C(ON1N=NC2C=CC=NC1=2)=[N+](C)C)C.F[P-](F)(F)(F)(F)F, predict the reaction product. The product is: [NH2:1][C:2]1[C:3]([C:8]([NH:18][CH2:17][CH:11]2[CH2:16][CH2:15][CH2:14][CH2:13][CH2:12]2)=[O:10])=[N:4][CH:5]=[CH:6][CH:7]=1. (3) Given the reactants Br[C:2]1[CH:7]=[CH:6][C:5]([CH3:8])=[C:4]([O:9][CH3:10])[C:3]=1[O:11][CH3:12].[CH3:13][O:14][C:15]1[C:20]([O:21][CH3:22])=[CH:19][CH:18]=[CH:17][C:16]=1B(O)O.C([O-])([O-])=O.[Na+].[Na+], predict the reaction product. The product is: [CH3:12][O:11][C:3]1[C:4]([O:9][CH3:10])=[C:5]([CH3:8])[CH:6]=[CH:7][C:2]=1[C:19]1[CH:18]=[CH:17][CH:16]=[C:15]([O:14][CH3:13])[C:20]=1[O:21][CH3:22]. (4) Given the reactants [OH-].[K+].[C:3]([C:5]1[CH:6]=[C:7]([NH:11][C:12]2[C:21]3[C:16](=[CH:17][C:18]([O:39][CH3:40])=[C:19]([NH:22][CH:23]4[CH2:28][CH2:27][N:26](C(OCC5C=CC=CC=5)=O)[CH2:25][CH2:24]4)[CH:20]=3)[N:15]=[CH:14][N:13]=2)[CH:8]=[CH:9][CH:10]=1)#[CH:4].O, predict the reaction product. The product is: [C:3]([C:5]1[CH:6]=[C:7]([NH:11][C:12]2[C:21]3[C:16](=[CH:17][C:18]([O:39][CH3:40])=[C:19]([NH:22][CH:23]4[CH2:28][CH2:27][NH:26][CH2:25][CH2:24]4)[CH:20]=3)[N:15]=[CH:14][N:13]=2)[CH:8]=[CH:9][CH:10]=1)#[CH:4]. (5) Given the reactants [Cl:1][C:2]1[CH:7]=[CH:6][C:5]([C:8]2[CH:13]=[CH:12][CH:11]=[CH:10][CH:9]=2)=[C:4]([NH2:14])[CH:3]=1.N1C=CC=CC=1.[C:21](OC(=O)C)(=[O:23])[CH3:22].[Cl-].[NH4+], predict the reaction product. The product is: [Cl:1][C:2]1[CH:7]=[CH:6][C:5]([C:8]2[CH:13]=[CH:12][CH:11]=[CH:10][CH:9]=2)=[C:4]([NH:14][C:21](=[O:23])[CH3:22])[CH:3]=1. (6) The product is: [CH2:28]([CH:25]([CH2:26][CH3:27])[CH2:24][N:13]1[C:14]2[C:19](=[CH:18][CH:17]=[CH:16][C:15]=2[C:20]([F:23])([F:22])[F:21])[C:11]([C:4]2[CH:5]=[CH:6][C:7]([OH:9])=[CH:8][C:3]=2[OH:2])=[N:12]1)[CH3:29]. Given the reactants C[O:2][C:3]1[CH:8]=[C:7]([O:9]C)[CH:6]=[CH:5][C:4]=1[C:11]1[C:19]2[C:14](=[C:15]([C:20]([F:23])([F:22])[F:21])[CH:16]=[CH:17][CH:18]=2)[N:13]([CH2:24][CH:25]([CH2:28][CH3:29])[CH2:26][CH3:27])[N:12]=1.B(Br)(Br)Br.C1CCCCC=1, predict the reaction product. (7) Given the reactants [OH:1][C:2]1[CH:10]=[CH:9][C:8]2[N:7]3[CH2:11][CH2:12][CH:13]([CH2:14][C:15]([O:17][C:18]([CH3:21])([CH3:20])[CH3:19])=[O:16])[C:6]3=[CH:5][C:4]=2[CH:3]=1.C(=O)([O-])[O-].[Cs+].[Cs+].Cl[CH2:29][C:30]1[CH:35]=[CH:34][C:33]([CH2:36][CH:37]([CH3:39])[CH3:38])=[C:32]([C:40]([F:43])([F:42])[F:41])[CH:31]=1, predict the reaction product. The product is: [CH2:36]([C:33]1[CH:34]=[CH:35][C:30]([CH2:29][O:1][C:2]2[CH:10]=[CH:9][C:8]3[N:7]4[CH2:11][CH2:12][CH:13]([CH2:14][C:15]([O:17][C:18]([CH3:21])([CH3:20])[CH3:19])=[O:16])[C:6]4=[CH:5][C:4]=3[CH:3]=2)=[CH:31][C:32]=1[C:40]([F:41])([F:42])[F:43])[CH:37]([CH3:39])[CH3:38]. (8) Given the reactants [Cl:1][C:2]1[C:3]([CH3:20])=[C:4]([N:10]2[C:14](=[O:15])[C:13]3[CH:16]=[CH:17][S:18][C:12]=3[C:11]2=[O:19])[C:5]([CH3:9])=[CH:6][C:7]=1[CH3:8].Br[C:22]1[S:26][C:25]([C:27]2[S:28][CH:29]=[CH:30][CH:31]=2)=[CH:24][CH:23]=1.C(O)(=O)C(C)(C)C.C([O-])([O-])=O.[K+].[K+], predict the reaction product. The product is: [S:26]1[C:22]([C:17]2[S:18][C:12]3[C:11](=[O:19])[N:10]([C:4]4[C:5]([CH3:9])=[CH:6][C:7]([CH3:8])=[C:2]([Cl:1])[C:3]=4[CH3:20])[C:14](=[O:15])[C:13]=3[CH:16]=2)=[CH:23][CH:24]=[C:25]1[C:27]1[S:28][CH:29]=[CH:30][CH:31]=1. (9) Given the reactants [NH:1]1[C:9]2[C:4](=[CH:5][CH:6]=[CH:7][CH:8]=2)[CH2:3][CH2:2]1.[Cl:10][C:11]1[CH:12]=[C:13]([CH:17]=[CH:18][N:19]=1)[C:14](O)=[O:15].CCN(C(C)C)C(C)C.CN(C(ON1N=NC2C=CC=CC1=2)=[N+](C)C)C.[B-](F)(F)(F)F, predict the reaction product. The product is: [Cl:10][C:11]1[CH:12]=[C:13]([C:14]([N:1]2[C:9]3[C:4](=[CH:5][CH:6]=[CH:7][CH:8]=3)[CH2:3][CH2:2]2)=[O:15])[CH:17]=[CH:18][N:19]=1. (10) Given the reactants C([Li])CCC.C(NC(C)C)(C)C.[CH3:13][C:14]1([CH3:25])[O:19][CH:18]([CH2:20][C:21]([O:23][CH3:24])=[O:22])[CH2:17][CH2:16][CH2:15]1.[Cl:26][CH2:27][CH2:28][CH2:29]I.[Cl-].[NH4+], predict the reaction product. The product is: [Cl:26][CH2:27][CH2:28][CH2:29][CH:20]([CH:18]1[CH2:17][CH2:16][CH2:15][C:14]([CH3:25])([CH3:13])[O:19]1)[C:21]([O:23][CH3:24])=[O:22].